This data is from M1 muscarinic receptor agonist screen with 61,833 compounds. The task is: Binary Classification. Given a drug SMILES string, predict its activity (active/inactive) in a high-throughput screening assay against a specified biological target. (1) The molecule is o1c(nnc1c1ccccc1)c1cc(c2oc(nn2)c2ccccc2)ccc1. The result is 0 (inactive). (2) The result is 0 (inactive). The molecule is OC1C2N(C(=O)C(C1)CC2)Cc1ccccc1.